This data is from Reaction yield outcomes from USPTO patents with 853,638 reactions. The task is: Predict the reaction yield, written as a fraction of the theoretical maximum amount of product (1.0 means a 100% yield; for example, 0.34 means a 34% yield). (1) The reactants are Br[C:2]1[C:10]2[C:5](=[CH:6][CH:7]=[C:8]([C:11]#[N:12])[CH:9]=2)[N:4]([CH:13]2[CH2:18][CH2:17][CH2:16][CH2:15][O:14]2)[N:3]=1.[CH:19]([C:22]1[CH:27]=[CH:26][C:25](B(O)O)=[CH:24][CH:23]=1)([CH3:21])[CH3:20].ClCCl.P([O-])([O-])([O-])=O.[K+].[K+].[K+]. The catalyst is COCCOC.C1(P(C2C=CC=CC=2)[C-]2C=CC=C2)C=CC=CC=1.[C-]1(P(C2C=CC=CC=2)C2C=CC=CC=2)C=CC=C1.[Fe+2]. The product is [CH3:20][CH:19]([C:22]1[CH:27]=[CH:26][C:25]([C:2]2[C:10]3[C:5](=[CH:6][CH:7]=[C:8]([C:11]#[N:12])[CH:9]=3)[N:4]([CH:13]3[CH2:18][CH2:17][CH2:16][CH2:15][O:14]3)[N:3]=2)=[CH:24][CH:23]=1)[CH3:21]. The yield is 0.810. (2) The reactants are C(O)(=O)C.[NH2:5]/[C:6](/[C:24]1[CH:29]=[N:28][C:27]([NH2:30])=[C:26]([C:31]2[O:32][C:33]([C:36]([CH3:39])([CH3:38])[CH3:37])=[N:34][N:35]=2)[N:25]=1)=[N:7]\[NH:8][C:9]([CH:11]1[CH2:16][CH2:15][N:14]([C:17]([O:19][C:20]([CH3:23])([CH3:22])[CH3:21])=[O:18])[CH2:13][CH2:12]1)=O. The catalyst is O1CCOCC1. The product is [NH2:30][C:27]1[N:28]=[CH:29][C:24]([C:6]2[NH:7][N:8]=[C:9]([CH:11]3[CH2:16][CH2:15][N:14]([C:17]([O:19][C:20]([CH3:23])([CH3:22])[CH3:21])=[O:18])[CH2:13][CH2:12]3)[N:5]=2)=[N:25][C:26]=1[C:31]1[O:32][C:33]([C:36]([CH3:39])([CH3:38])[CH3:37])=[N:34][N:35]=1. The yield is 0.700. (3) The reactants are [Cl:1][C:2]1[N:7]=[C:6]([C:8](Cl)=[O:9])[CH:5]=[N:4][CH:3]=1.[CH2:11]([N:13](CC)CC)[CH3:12].C(N)C. The catalyst is C1COCC1. The product is [Cl:1][C:2]1[N:7]=[C:6]([C:8]([NH:13][CH2:11][CH3:12])=[O:9])[CH:5]=[N:4][CH:3]=1. The yield is 0.190. (4) The reactants are [CH3:1][S:2][C:3]1[S:4][C:5]2[CH:11]=[C:10]([CH2:12]O)[CH:9]=[CH:8][C:6]=2[N:7]=1.CCN(C(C)C)C(C)C.CS([Cl:27])(=O)=O. The catalyst is C(Cl)Cl.CN(C=O)C. The product is [Cl:27][CH2:12][C:10]1[CH:9]=[CH:8][C:6]2[N:7]=[C:3]([S:2][CH3:1])[S:4][C:5]=2[CH:11]=1. The yield is 0.990. (5) The reactants are [CH3:1][O:2][C:3]([C:5]1[CH:6]=[CH:7][C:8]2[N:12]=[CH:11][NH:10][C:9]=2[CH:13]=1)=[O:4].[OH-].[Na+].[Cl:16][CH2:17][CH2:18][CH2:19][CH2:20]Br. The catalyst is [Br-].C([N+](CCCC)(CCCC)CCCC)CCC. The product is [Cl:16][CH2:17][CH2:18][CH2:19][CH2:20][N:10]1[C:9]2[CH:13]=[C:5]([C:3]([O:2][CH3:1])=[O:4])[CH:6]=[CH:7][C:8]=2[N:12]=[CH:11]1. The yield is 0.634. (6) The reactants are C1C=CC(P(C2C=CC3C(=CC=CC=3)C=2C2C3C(=CC=CC=3)C=CC=2P(C2C=CC=CC=2)C2C=CC=CC=2)C2C=CC=CC=2)=CC=1.Cl.Cl.[CH3:49][Si:50]([CH3:77])([CH3:76])[CH2:51][CH2:52][O:53][CH2:54][N:55]1[C:59]2[N:60]=[CH:61][N:62]=[C:63]([C:64]3[CH:65]=[N:66][N:67]([C:69]4([CH2:73][C:74]#[N:75])[CH2:72][NH:71][CH2:70]4)[CH:68]=3)[C:58]=2[CH:57]=[CH:56]1.Cl[C:79]1[N:80]=[CH:81][C:82]([C:85]([O:87][CH3:88])=[O:86])=[N:83][CH:84]=1.C(=O)([O-])[O-].[Cs+].[Cs+]. The catalyst is C1(C)C=CC=CC=1.C([O-])(=O)C.[Pd+2].C([O-])(=O)C. The product is [C:74]([CH2:73][C:69]1([N:67]2[CH:68]=[C:64]([C:63]3[C:58]4[CH:57]=[CH:56][N:55]([CH2:54][O:53][CH2:52][CH2:51][Si:50]([CH3:76])([CH3:49])[CH3:77])[C:59]=4[N:60]=[CH:61][N:62]=3)[CH:65]=[N:66]2)[CH2:70][N:71]([C:79]2[N:80]=[CH:81][C:82]([C:85]([O:87][CH3:88])=[O:86])=[N:83][CH:84]=2)[CH2:72]1)#[N:75]. The yield is 0.550. (7) The reactants are [Cl:1][C:2]1[N:7]=[C:6]([Cl:8])[CH:5]=[C:4](Cl)[N:3]=1.[CH3:10][N:11]1[CH:16]=[C:15](B2OC(C)(C)C(C)(C)O2)[CH:14]=[C:13]([CH3:26])[C:12]1=[O:27].C1(P(C2C=CC=CC=2)C2C=CC=CC=2)C=CC=CC=1.C([O-])([O-])=O.[Na+].[Na+]. The catalyst is C1COCC1.CC([O-])=O.CC([O-])=O.[Pd+2]. The product is [Cl:1][C:2]1[N:3]=[C:4]([C:15]2[CH:14]=[C:13]([CH3:26])[C:12](=[O:27])[N:11]([CH3:10])[CH:16]=2)[CH:5]=[C:6]([Cl:8])[N:7]=1. The yield is 0.550. (8) The reactants are [C:1]([C:5]1[CH:6]=[C:7]([CH:23]=[C:24]([C:26]([CH3:29])([CH3:28])[CH3:27])[CH:25]=1)[CH2:8][CH:9]1[CH2:14][CH:13]([C:15]([O:17]C)=[O:16])[CH2:12][CH2:11][N:10]1[C:19]([O:21][CH3:22])=[O:20])([CH3:4])([CH3:3])[CH3:2].[Br-].[Li+].C(N(CC)CC)C.CC(OC)(C)C. The catalyst is C(#N)C.O. The product is [C:1]([C:5]1[CH:6]=[C:7]([CH:23]=[C:24]([C:26]([CH3:29])([CH3:28])[CH3:27])[CH:25]=1)[CH2:8][CH:9]1[CH2:14][CH:13]([C:15]([OH:17])=[O:16])[CH2:12][CH2:11][N:10]1[C:19]([O:21][CH3:22])=[O:20])([CH3:3])([CH3:4])[CH3:2]. The yield is 0.990. (9) The reactants are [F:1][C:2]1[CH:3]=[C:4]2[C:9](=[CH:10][CH:11]=1)[N:8]=[C:7]([C:12]1[CH:17]=[C:16]([O:18][CH3:19])[C:15]([O:20][CH3:21])=[C:14]([O:22][CH3:23])[CH:13]=1)[N:6]=[C:5]2[C:24]([OH:26])=O.Cl.[F:28][C:29]1[CH:30]=[C:31]2[C:36](=[CH:37][CH:38]=1)[CH2:35][NH:34][CH2:33][CH2:32]2. No catalyst specified. The product is [F:1][C:2]1[CH:3]=[C:4]2[C:9](=[CH:10][CH:11]=1)[N:8]=[C:7]([C:12]1[CH:17]=[C:16]([O:18][CH3:19])[C:15]([O:20][CH3:21])=[C:14]([O:22][CH3:23])[CH:13]=1)[N:6]=[C:5]2[C:24]([N:34]1[CH2:33][CH2:32][C:31]2[C:36](=[CH:37][CH:38]=[C:29]([F:28])[CH:30]=2)[CH2:35]1)=[O:26]. The yield is 0.543.